Dataset: Full USPTO retrosynthesis dataset with 1.9M reactions from patents (1976-2016). Task: Predict the reactants needed to synthesize the given product. (1) Given the product [OH:1][C:2]1[CH:3]=[C:4]([CH:8]=[C:9]([CH3:11])[N:10]=1)[C:5]([O:7][CH2:17][CH3:18])=[O:6], predict the reactants needed to synthesize it. The reactants are: [OH:1][C:2]1[CH:3]=[C:4]([CH:8]=[C:9]([CH3:11])[N:10]=1)[C:5]([OH:7])=[O:6].OS(O)(=O)=O.[CH2:17](O)[CH3:18]. (2) Given the product [CH:2]1([CH2:5][O:6][C:7]2[CH:12]=[C:11]([F:13])[CH:10]=[CH:9][C:8]=2[C:14]2[C:15]3[NH:22][C:21]([CH3:23])=[C:20]([C:24]([NH:26][C@@H:27]4[CH2:31][CH2:30][N:29]([C:37](=[O:38])[C@@H:36]([OH:35])[CH3:40])[CH2:28]4)=[O:25])[C:16]=3[N:17]=[CH:18][N:19]=2)[CH2:4][CH2:3]1, predict the reactants needed to synthesize it. The reactants are: Cl.[CH:2]1([CH2:5][O:6][C:7]2[CH:12]=[C:11]([F:13])[CH:10]=[CH:9][C:8]=2[C:14]2[C:15]3[NH:22][C:21]([CH3:23])=[C:20]([C:24]([NH:26][C@@H:27]4[CH2:31][CH2:30][NH:29][CH2:28]4)=[O:25])[C:16]=3[N:17]=[CH:18][N:19]=2)[CH2:4][CH2:3]1.C([O:35][C@@H:36]([CH3:40])[C:37](Cl)=[O:38])(=O)C. (3) Given the product [Cl:17][C:14]1[CH:15]=[CH:16][C:11]([O:10][C:7]2[CH:8]=[CH:9][C:4]([C:3]([OH:35])=[O:2])=[C:5]([O:33][CH3:34])[CH:6]=2)=[CH:12][C:13]=1[CH:18]([CH3:32])[C:19]([C:25]1[CH:30]=[CH:29][N:28]=[C:27]([Cl:31])[CH:26]=1)([OH:24])[C:20]([F:23])([F:21])[F:22], predict the reactants needed to synthesize it. The reactants are: C[O:2][C:3](=[O:35])[C:4]1[CH:9]=[CH:8][C:7]([O:10][C:11]2[CH:16]=[CH:15][C:14]([Cl:17])=[C:13]([CH:18]([CH3:32])[C:19]([C:25]3[CH:30]=[CH:29][N:28]=[C:27]([Cl:31])[CH:26]=3)([OH:24])[C:20]([F:23])([F:22])[F:21])[CH:12]=2)=[CH:6][C:5]=1[O:33][CH3:34].[Li+].[OH-]. (4) Given the product [N:1]1[CH:6]=[CH:5][CH:4]=[C:3]([CH:7]([OH:8])[CH3:9])[CH:2]=1, predict the reactants needed to synthesize it. The reactants are: [N:1]1[CH:6]=[CH:5][CH:4]=[C:3]([CH:7]=[O:8])[CH:2]=1.[CH3:9][Mg]Br. (5) Given the product [CH3:22][O:21][C:16]1[CH:17]=[CH:18][CH:19]=[CH:20][C:15]=1[S:14][C:11]1[CH:12]=[CH:13][C:8]([C:6]2[CH:5]=[CH:4][N:3]=[C:2]([N:38]3[CH2:39][CH2:40][N:35]([CH:33]=[O:34])[CH2:36][CH2:37]3)[CH:7]=2)=[CH:9][C:10]=1[C:23]([F:26])([F:25])[F:24], predict the reactants needed to synthesize it. The reactants are: Cl[C:2]1[CH:7]=[C:6]([C:8]2[CH:13]=[CH:12][C:11]([S:14][C:15]3[CH:20]=[CH:19][CH:18]=[CH:17][C:16]=3[O:21][CH3:22])=[C:10]([C:23]([F:26])([F:25])[F:24])[CH:9]=2)[CH:5]=[CH:4][N:3]=1.OC1CCNC1.[CH:33]([N:35]1[CH2:40][CH2:39][NH:38][CH2:37][CH2:36]1)=[O:34]. (6) Given the product [Br:1][C:2]1[CH:3]=[C:4]([CH:7]=[CH:8][C:9]=1[O:18][C:15]1[CH:16]=[CH:17][C:12]([Cl:11])=[CH:13][CH:14]=1)[C:5]#[N:6], predict the reactants needed to synthesize it. The reactants are: [Br:1][C:2]1[CH:3]=[C:4]([CH:7]=[CH:8][C:9]=1F)[C:5]#[N:6].[Cl:11][C:12]1[CH:17]=[CH:16][C:15]([OH:18])=[CH:14][CH:13]=1.C(=O)([O-])[O-].[K+].[K+]. (7) The reactants are: [OH:1][C:2]1[CH:10]=[CH:9][C:5]([C:6]([OH:8])=O)=[CH:4][CH:3]=1.C1N=CN(C(N2C=NC=C2)=O)C=1.[CH2:23]([N:27]1[C:35]2[N:34]=[C:33]([Cl:36])[NH:32][C:31]=2[C:30](=[O:37])[N:29]([CH2:38][CH2:39][CH2:40][CH2:41]/[C:42](=[N:45]/[H])/[NH:43]O)[C:28]1=[O:47])[CH2:24][CH2:25][CH3:26]. Given the product [CH2:23]([N:27]1[C:35]2[N:34]=[C:33]([Cl:36])[NH:32][C:31]=2[C:30](=[O:37])[N:29]([CH2:38][CH2:39][CH2:40][CH2:41][C:42]2[N:43]=[C:6]([C:5]3[CH:4]=[CH:3][C:2]([OH:1])=[CH:10][CH:9]=3)[O:8][N:45]=2)[C:28]1=[O:47])[CH2:24][CH2:25][CH3:26], predict the reactants needed to synthesize it. (8) Given the product [F:15][C:16]1[CH:17]=[CH:18][C:19]([C:22]2[O:26][N:25]=[C:24]([C:27]([N:10]3[CH2:9][C@H:8](/[CH:11]=[CH:12]/[CH3:13])[NH:7][C:6](=[O:14])[C@@H:5]3[CH2:1][CH:2]([CH3:4])[CH3:3])=[O:28])[N:23]=2)=[CH:20][CH:21]=1, predict the reactants needed to synthesize it. The reactants are: [CH2:1]([C@@H:5]1[NH:10][CH2:9][C@H:8]([CH:11]=[CH:12][CH3:13])[NH:7][C:6]1=[O:14])[CH:2]([CH3:4])[CH3:3].[F:15][C:16]1[CH:21]=[CH:20][C:19]([C:22]2[O:26][N:25]=[C:24]([C:27](O)=[O:28])[N:23]=2)=[CH:18][CH:17]=1.C([C@@H]1N(C(=O)/C=C/C2C=CC=CC=2)C[C@H](CC(C)C)NC1=O)C(C)C. (9) Given the product [CH3:9][Si:10]([CH3:17])([CH3:16])[CH2:11][CH2:12][O:13][CH2:14][N:1]1[CH:5]=[CH:4][C:3]([NH2:6])=[N:2]1, predict the reactants needed to synthesize it. The reactants are: [NH:1]1[CH:5]=[CH:4][C:3]([NH2:6])=[N:2]1.[H-].[Na+].[CH3:9][Si:10]([CH3:17])([CH3:16])[CH2:11][CH2:12][O:13][CH2:14]Cl.[Cl-].[NH4+].